From a dataset of Reaction yield outcomes from USPTO patents with 853,638 reactions. Predict the reaction yield, written as a fraction of the theoretical maximum amount of product (1.0 means a 100% yield; for example, 0.34 means a 34% yield). (1) The reactants are [N:1]12[CH2:8][CH2:7][C:4]([C:9]([C:17]3[CH:22]=[CH:21][CH:20]=[CH:19][CH:18]=3)([C:11]3[CH:16]=[CH:15][CH:14]=[CH:13][CH:12]=3)[OH:10])([CH2:5][CH2:6]1)[CH2:3][CH2:2]2.CC#N.[C:26]1([O:32][CH2:33][CH2:34][Br:35])[CH:31]=[CH:30][CH:29]=[CH:28][CH:27]=1. The catalyst is C(OCC)(=O)C.CCCCCC. The product is [Br-:35].[OH:10][C:9]([C:17]1[CH:22]=[CH:21][CH:20]=[CH:19][CH:18]=1)([C:11]1[CH:12]=[CH:13][CH:14]=[CH:15][CH:16]=1)[C:4]12[CH2:5][CH2:6][N+:1]([CH2:34][CH2:33][O:32][C:26]3[CH:31]=[CH:30][CH:29]=[CH:28][CH:27]=3)([CH2:2][CH2:3]1)[CH2:8][CH2:7]2. The yield is 0.676. (2) The reactants are [N:1]1([C:7]2[O:11][C:10]([NH2:12])=[N:9][N:8]=2)[CH2:6][CH2:5][O:4][CH2:3][CH2:2]1.N1C=CC=CC=1.Cl[C:20]([O:22][CH2:23][C:24]([Cl:27])([Cl:26])[Cl:25])=[O:21].O. The catalyst is O1CCCC1. The product is [N:1]1([C:7]2[O:11][C:10]([NH:12][C:20](=[O:21])[O:22][CH2:23][C:24]([Cl:27])([Cl:26])[Cl:25])=[N:9][N:8]=2)[CH2:6][CH2:5][O:4][CH2:3][CH2:2]1. The yield is 0.133.